Predict the product of the given reaction. From a dataset of Forward reaction prediction with 1.9M reactions from USPTO patents (1976-2016). (1) Given the reactants [CH3:1][O:2][C:3]1[CH:4]=[C:5]2[C:10](=[CH:11][C:12]=1[O:13][CH3:14])[N:9]=[CH:8][CH:7]=[C:6]2[O:15][C:16]1[CH:22]=[CH:21][C:19]([NH2:20])=[C:18]([C:23]([F:26])([F:25])[F:24])[CH:17]=1.C(N(CC)CC)C.ClC(Cl)(O[C:38](=[O:44])OC(Cl)(Cl)Cl)Cl.[F:46][C:47]1[CH:52]=[CH:51][C:50]([C@H:53]([NH2:55])[CH3:54])=[CH:49][CH:48]=1, predict the reaction product. The product is: [CH3:1][O:2][C:3]1[CH:4]=[C:5]2[C:10](=[CH:11][C:12]=1[O:13][CH3:14])[N:9]=[CH:8][CH:7]=[C:6]2[O:15][C:16]1[CH:22]=[CH:21][C:19]([NH:20][C:38]([NH:55][C@@H:53]([C:50]2[CH:51]=[CH:52][C:47]([F:46])=[CH:48][CH:49]=2)[CH3:54])=[O:44])=[C:18]([C:23]([F:25])([F:26])[F:24])[CH:17]=1. (2) The product is: [CH2:1]([N:4]=[C:5]=[S:6])[CH:2]=[CH2:3].[O:7]=[N+:8]([O-:13])[C:9]([Cl:12])([Cl:11])[Cl:10]. Given the reactants [CH2:1]([N:4]=[C:5]=[S:6])[CH:2]=[CH2:3].[O:7]=[N+:8]([O-:13])[C:9]([Cl:12])([Cl:11])[Cl:10], predict the reaction product. (3) The product is: [C:1]([C:3]1[CH:17]=[CH:16][C:6]([O:7][C:8]([CH3:14])([CH3:15])[C:9]([OH:11])=[O:10])=[CH:5][CH:4]=1)#[N:2]. Given the reactants [C:1]([C:3]1[CH:17]=[CH:16][C:6]([O:7][C:8]([CH3:15])([CH3:14])[C:9]([O:11]CC)=[O:10])=[CH:5][CH:4]=1)#[N:2].CO.O.[OH-].[Li+], predict the reaction product.